Dataset: Reaction yield outcomes from USPTO patents with 853,638 reactions. Task: Predict the reaction yield, written as a fraction of the theoretical maximum amount of product (1.0 means a 100% yield; for example, 0.34 means a 34% yield). (1) The reactants are [H-].[Na+].[S:3]([N:13]1[C:17]2=[N:18][CH:19]=[C:20]([NH:22][C:23](=[O:29])[O:24][C:25]([CH3:28])([CH3:27])[CH3:26])[N:21]=[C:16]2[CH:15]=[CH:14]1)([C:6]1[CH:12]=[CH:11][C:9]([CH3:10])=[CH:8][CH:7]=1)(=[O:5])=[O:4].Br[CH2:31][C:32]([C@@H:34]1[C@H:38]([CH3:39])[CH2:37][N:36]([C:40]([O:42][CH2:43][C:44]2[CH:49]=[CH:48][CH:47]=[CH:46][CH:45]=2)=[O:41])[CH2:35]1)=[O:33]. The catalyst is CN(C=O)C. The product is [C:25]([O:24][C:23]([N:22]([C:20]1[N:21]=[C:16]2[CH:15]=[CH:14][N:13]([S:3]([C:6]3[CH:7]=[CH:8][C:9]([CH3:10])=[CH:11][CH:12]=3)(=[O:5])=[O:4])[C:17]2=[N:18][CH:19]=1)[CH2:31][C:32]([C@@H:34]1[C@H:38]([CH3:39])[CH2:37][N:36]([C:40]([O:42][CH2:43][C:44]2[CH:45]=[CH:46][CH:47]=[CH:48][CH:49]=2)=[O:41])[CH2:35]1)=[O:33])=[O:29])([CH3:26])([CH3:28])[CH3:27]. The yield is 0.430. (2) The product is [S:41]1[CH:42]=[CH:43][CH:44]=[C:40]1[N:17]1[C:21]([C:22]2[C:27](=[O:28])[CH:26]=[CH:25][N:24]([C:29]3[CH:34]=[CH:33][CH:32]=[C:31]([C:35]([F:37])([F:36])[F:38])[CH:30]=3)[N:23]=2)=[CH:20][CH:19]=[N:18]1. The yield is 0.0300. The reactants are C(=NO)C1C(=CC=CC=1)O.C([O-])([O-])=O.[Cs+].[Cs+].[NH:17]1[C:21]([C:22]2[C:27](=[O:28])[CH:26]=[CH:25][N:24]([C:29]3[CH:34]=[CH:33][CH:32]=[C:31]([C:35]([F:38])([F:37])[F:36])[CH:30]=3)[N:23]=2)=[CH:20][CH:19]=[N:18]1.I[C:40]1[S:41][CH:42]=[CH:43][CH:44]=1. The catalyst is CC#N.CCOC(C)=O.O.[Cu-]=O. (3) The reactants are C([O:3][C:4](=O)[CH2:5][C:6]([CH3:8])=O)C.[NH:10]1[C:14]([NH2:15])=[N:13][CH:12]=[N:11]1. The catalyst is C(O)(=O)C.O. The product is [CH3:8][C:6]1[CH:5]=[C:4]([OH:3])[N:10]2[N:11]=[CH:12][N:13]=[C:14]2[N:15]=1. The yield is 0.466.